Dataset: Reaction yield outcomes from USPTO patents with 853,638 reactions. Task: Predict the reaction yield, written as a fraction of the theoretical maximum amount of product (1.0 means a 100% yield; for example, 0.34 means a 34% yield). (1) The reactants are [CH2:1]([O:3][C:4]1[CH:17]=[C:16]2[C:7]([C:8]([C:19]3[CH:20]=[CH:21][C:22](=[O:26])[N:23]([CH3:25])[CH:24]=3)=[N:9][C@H:10]3[C@@H:15]2[CH2:14][C@H:13]([OH:18])[CH2:12][CH2:11]3)=[CH:6][C:5]=1[O:27][CH3:28])[CH3:2].[O:29]=[C:30]([CH2:34][CH2:35][C:36]([OH:38])=[O:37])[C:31]([OH:33])=[O:32]. The yield is 0.670. The product is [O:29]=[C:30]([CH2:34][CH2:35][C:36]([OH:38])=[O:37])[C:31]([OH:33])=[O:32].[CH2:1]([O:3][C:4]1[CH:17]=[C:16]2[C:7]([C:8]([C:19]3[CH:20]=[CH:21][C:22](=[O:26])[N:23]([CH3:25])[CH:24]=3)=[N:9][C@H:10]3[C@@H:15]2[CH2:14][C@H:13]([OH:18])[CH2:12][CH2:11]3)=[CH:6][C:5]=1[O:27][CH3:28])[CH3:2]. The catalyst is CC(C)=O. (2) The reactants are [C:1]([O:5][C:6](=[O:41])[CH2:7][CH2:8][CH2:9][CH2:10][N:11]1[C:17]2[CH:18]=[CH:19][C:20](I)=[CH:21][C:16]=2[C:15](=[O:23])[N:14]([C@@H:24]([C:26]2[CH:31]=[CH:30][C:29]([Cl:32])=[CH:28][CH:27]=2)[CH3:25])[C@@H:13]([C:33]2[CH:38]=[CH:37][C:36]([Cl:39])=[CH:35][CH:34]=2)[C:12]1=[O:40])([CH3:4])([CH3:3])[CH3:2].C(N(CC)CC)C.[CH3:49][OH:50].CN([CH:54]=[O:55])C. No catalyst specified. The product is [C:1]([O:5][C:6](=[O:41])[CH2:7][CH2:8][CH2:9][CH2:10][N:11]1[C:17]2[CH:18]=[CH:19][C:20]([C:49]([O:55][CH3:54])=[O:50])=[CH:21][C:16]=2[C:15](=[O:23])[N:14]([C@@H:24]([C:26]2[CH:31]=[CH:30][C:29]([Cl:32])=[CH:28][CH:27]=2)[CH3:25])[C@@H:13]([C:33]2[CH:38]=[CH:37][C:36]([Cl:39])=[CH:35][CH:34]=2)[C:12]1=[O:40])([CH3:4])([CH3:3])[CH3:2]. The yield is 0.830. (3) The reactants are [C:1]([O:5][C:6](=[O:14])[NH:7][CH:8]1[CH2:13][CH2:12][NH:11][CH2:10][CH2:9]1)([CH3:4])([CH3:3])[CH3:2].[O:15]1[CH2:18][CH2:17][C:16]1=O.C(O[BH-](OC(=O)C)OC(=O)C)(=O)C.[Na+]. The catalyst is ClCCCl. The product is [C:1]([O:5][C:6](=[O:14])[NH:7][CH:8]1[CH2:13][CH2:12][N:11]([CH:17]2[CH2:18][O:15][CH2:16]2)[CH2:10][CH2:9]1)([CH3:4])([CH3:2])[CH3:3]. The yield is 0.670. (4) The reactants are [C:1]([O:5][C:6]([NH:8][CH:9]([C:13]1[CH:18]=[CH:17][CH:16]=[CH:15][CH:14]=1)[C:10]([OH:12])=[O:11])=[O:7])([CH3:4])([CH3:3])[CH3:2].C(=NC1CCCCC1)=NC1CCCCC1.N1(O)C2C=CC=CC=2N=N1.[CH3:44][N:45]1[CH:50]2[CH2:51][CH2:52][CH:46]1[CH2:47][CH:48](O)[CH2:49]2. The catalyst is C1COCC1. The product is [C:1]([O:5][C:6]([NH:8][CH:9]([C:13]1[CH:18]=[CH:17][CH:16]=[CH:15][CH:14]=1)[C:10]([O:12][CH:48]1[CH2:49][CH:50]2[N:45]([CH3:44])[CH:46]([CH2:52][CH2:51]2)[CH2:47]1)=[O:11])=[O:7])([CH3:4])([CH3:2])[CH3:3]. The yield is 0.770. (5) The reactants are [CH3:1][C:2]([CH3:19])([CH2:17][CH3:18])[C@@H:3]([OH:16])[CH2:4][C:5]1[O:6][C:7]([C:10]2[CH:15]=[CH:14][CH:13]=[CH:12][CH:11]=2)=[N:8][N:9]=1.[N:20]([C@@H:23]([CH2:28][CH2:29][CH2:30][CH3:31])[C:24]([O:26][CH3:27])=[O:25])=[C:21]=[O:22]. The catalyst is C1(C)C=CC=CC=1. The product is [CH3:1][C:2]([CH3:19])([CH2:17][CH3:18])[C@@H:3]([O:16][C:21]([NH:20][C@@H:23]([CH2:28][CH2:29][CH2:30][CH3:31])[C:24]([O:26][CH3:27])=[O:25])=[O:22])[CH2:4][C:5]1[O:6][C:7]([C:10]2[CH:15]=[CH:14][CH:13]=[CH:12][CH:11]=2)=[N:8][N:9]=1. The yield is 0.760. (6) The reactants are Br[CH2:2][C:3]1[N:4]([CH3:15])[N:5]=[C:6]2[C:11]=1[CH:10]=[CH:9][C:8]([N+:12]([O-:14])=[O:13])=[CH:7]2.[OH-:16].[Na+]. The catalyst is CC#N.O. The product is [CH3:15][N:4]1[C:3]([CH2:2][OH:16])=[C:11]2[C:6]([CH:7]=[C:8]([N+:12]([O-:14])=[O:13])[CH:9]=[CH:10]2)=[N:5]1. The yield is 0.330. (7) The reactants are [F:1][C:2]1[CH:7]=[C:6](I)[CH:5]=[CH:4][C:3]=1[N:9]1[CH:14]=[C:13]([O:15][CH3:16])[C:12](=[O:17])[C:11]([C:18]2[N:22]([C:23]3[CH:28]=[CH:27][CH:26]=[CH:25][CH:24]=3)[N:21]=[CH:20][CH:19]=2)=[N:10]1.[NH:29]1[CH2:32][CH2:31][C:30]1=[O:33].[O-]P([O-])([O-])=O.[K+].[K+].[K+].N[C@@H]1CCCC[C@H]1N. The catalyst is O1CCOCC1.C([O-])(O)=O.[Na+].[Cu]I. The product is [F:1][C:2]1[CH:7]=[C:6]([N:29]2[CH2:32][CH2:31][C:30]2=[O:33])[CH:5]=[CH:4][C:3]=1[N:9]1[CH:14]=[C:13]([O:15][CH3:16])[C:12](=[O:17])[C:11]([C:18]2[N:22]([C:23]3[CH:28]=[CH:27][CH:26]=[CH:25][CH:24]=3)[N:21]=[CH:20][CH:19]=2)=[N:10]1. The yield is 0.440. (8) The reactants are [OH:1][C:2]1[CH:7]=[C:6]([CH3:8])[C:5]([CH3:9])=[CH:4][C:3]=1[C:10](=[O:19])/[CH:11]=[CH:12]/[C:13]1[CH:18]=[CH:17][CH:16]=[CH:15][N:14]=1. The catalyst is CCOC(C)=O.[Pd]. The product is [OH:1][C:2]1[CH:7]=[C:6]([CH3:8])[C:5]([CH3:9])=[CH:4][C:3]=1[C:10](=[O:19])[CH2:11][CH2:12][C:13]1[CH:18]=[CH:17][CH:16]=[CH:15][N:14]=1. The yield is 0.477. (9) The reactants are COCCN(S(F)(F)F)CCOC.B(F)(F)F.CCOCC.[C:23]([O:31][CH2:32][C@@:33]1([CH3:40])[CH2:38][C:37](=O)[CH2:36][CH2:35][O:34]1)(=[O:30])[C:24]1[CH:29]=[CH:28][CH:27]=[CH:26][CH:25]=1.[FH:41].[FH:42].F.C(N(CC)CC)C.C[N+]1([O-])CCOCC1. The catalyst is C(Cl)Cl.CC(C)=O.CCOC(C)=O.[Os](=O)(=O)(=O)=O.O.C1COCC1. The product is [C:23]([O:31][CH2:32][C@@:33]1([CH3:40])[CH2:38][C:37]([F:42])([F:41])[CH2:36][CH2:35][O:34]1)(=[O:30])[C:24]1[CH:29]=[CH:28][CH:27]=[CH:26][CH:25]=1. The yield is 0.630.